This data is from Full USPTO retrosynthesis dataset with 1.9M reactions from patents (1976-2016). The task is: Predict the reactants needed to synthesize the given product. (1) Given the product [CH3:19][C:12]1([C:8]2[CH:7]=[C:6]([CH:11]=[CH:10][CH:9]=2)[C:2]([OH:3])=[O:1])[CH2:13][O:14][CH2:15][C:16](=[O:18])[NH:17]1, predict the reactants needed to synthesize it. The reactants are: [O:1]1CC[O:3][CH:2]1[C:6]1[CH:7]=[C:8]([C:12]2([CH3:19])[NH:17][C:16](=[O:18])[CH2:15][O:14][CH2:13]2)[CH:9]=[CH:10][CH:11]=1.S(OOS([O-])(=O)=O)([O-])(=O)=O.[K+].[K+].C(OCC)(=O)C. (2) Given the product [N:16]1[C:17]2[C:22](=[CH:21][CH:20]=[CH:19][CH:18]=2)[CH:23]=[CH:24][C:15]=1[N:12]1[CH2:13][CH2:14][CH:9]([O:8][C:3]2[C:2]([N:25]3[CH2:30][CH2:29][CH:28]([OH:31])[CH2:27][CH2:26]3)=[N:7][CH:6]=[CH:5][N:4]=2)[CH2:10][CH2:11]1, predict the reactants needed to synthesize it. The reactants are: Cl[C:2]1[C:3]([O:8][CH:9]2[CH2:14][CH2:13][N:12]([C:15]3[CH:24]=[CH:23][C:22]4[C:17](=[CH:18][CH:19]=[CH:20][CH:21]=4)[N:16]=3)[CH2:11][CH2:10]2)=[N:4][CH:5]=[CH:6][N:7]=1.[NH:25]1[CH2:30][CH2:29][CH:28]([OH:31])[CH2:27][CH2:26]1.C([O-])([O-])=O.[K+].[K+].C(O)(C)C. (3) Given the product [N+:2]([C:5]1[CH:10]=[CH:9][C:8]([CH2:11][CH2:12][N:13]2[CH2:18][CH2:17][N:16]([CH2:21][CH2:22][C:23]3[CH:24]=[CH:25][C:26]([N+:29]([O-:31])=[O:30])=[CH:27][CH:28]=3)[CH2:15][C:14]2=[O:19])=[CH:7][CH:6]=1)([O-:4])=[O:3], predict the reactants needed to synthesize it. The reactants are: Cl.[N+:2]([C:5]1[CH:10]=[CH:9][C:8]([CH2:11][CH2:12][N:13]2[CH2:18][CH2:17][NH:16][CH2:15][C:14]2=[O:19])=[CH:7][CH:6]=1)([O-:4])=[O:3].Br[CH2:21][CH2:22][C:23]1[CH:28]=[CH:27][C:26]([N+:29]([O-:31])=[O:30])=[CH:25][CH:24]=1.C(N(CC)CC)C. (4) The reactants are: [F:1][C:2]([F:7])([F:6])[C:3]([OH:5])=[O:4].FC(F)(F)C(O)=O.[Cl:15][C:16]1[CH:17]=[N:18][C:19]2[NH:20][C:21]3[CH:22]=[CH:23][CH:24]=[C:25]([CH:47]=3)[CH2:26][CH2:27][C:28]3[CH:36]=[C:32]([NH:33][C:34]=1[N:35]=2)[CH:31]=[CH:30][C:29]=3[NH:37][C:38](=[O:46])[CH2:39][C@H:40]1[CH2:45][CH2:44][CH2:43][NH:42][CH2:41]1.[C:48]1([N:54]=[C:55]=[O:56])[CH:53]=[CH:52][CH:51]=[CH:50][CH:49]=1. Given the product [F:1][C:2]([F:7])([F:6])[C:3]([OH:5])=[O:4].[Cl:15][C:16]1[CH:17]=[N:18][C:19]2[NH:20][C:21]3[CH:22]=[CH:23][CH:24]=[C:25]([CH:47]=3)[CH2:26][CH2:27][C:28]3[CH:36]=[C:32]([NH:33][C:34]=1[N:35]=2)[CH:31]=[CH:30][C:29]=3[NH:37][C:38](=[O:46])[CH2:39][C@H:40]1[CH2:45][CH2:44][CH2:43][N:42]([C:55]([NH:54][C:48]2[CH:53]=[CH:52][CH:51]=[CH:50][CH:49]=2)=[O:56])[CH2:41]1, predict the reactants needed to synthesize it.